From a dataset of Forward reaction prediction with 1.9M reactions from USPTO patents (1976-2016). Predict the product of the given reaction. (1) Given the reactants [CH2:1]([CH:3]([C:6]1[C:14]2[NH:13][C:12](=[O:15])[N:11]([C:16]([O:18][C:19]([CH3:22])([CH3:21])[CH3:20])=[O:17])[C:10]=2[CH:9]=[CH:8][CH:7]=1)[CH2:4][CH3:5])[CH3:2].C(=O)([O-])[O-].[K+].[K+].[CH3:29][O:30][C:31]1[CH:38]=[CH:37][C:34]([CH2:35]Cl)=[CH:33][CH:32]=1, predict the reaction product. The product is: [CH2:1]([CH:3]([C:6]1[C:14]2[N:13]([CH2:35][C:34]3[CH:37]=[CH:38][C:31]([O:30][CH3:29])=[CH:32][CH:33]=3)[C:12](=[O:15])[N:11]([C:16]([O:18][C:19]([CH3:20])([CH3:22])[CH3:21])=[O:17])[C:10]=2[CH:9]=[CH:8][CH:7]=1)[CH2:4][CH3:5])[CH3:2]. (2) Given the reactants [Br:1][C:2]1[CH:18]=[CH:17][C:5]2[CH:6]([OH:16])[C:7]3[CH:14]=[C:13]([OH:15])[CH:12]=[CH:11][C:8]=3[O:9][CH2:10][C:4]=2[CH:3]=1.[CH3:19]C1C=CC(S(O)(=O)=O)=CC=1.O, predict the reaction product. The product is: [Br:1][C:2]1[CH:18]=[CH:17][C:5]2[CH:6]([O:16][CH3:19])[C:7]3[CH:14]=[C:13]([OH:15])[CH:12]=[CH:11][C:8]=3[O:9][CH2:10][C:4]=2[CH:3]=1. (3) Given the reactants C(P(=O)C(C)(C)C)(C)(C)C.[O-]P([O-])([O-])=O.[K+].[K+].[K+].I[C:20]1[CH:21]=[C:22]([CH3:27])[CH:23]=[C:24]([CH3:26])[CH:25]=1.[CH3:28][NH:29][CH:30]=[O:31].CCCCCCCCCCCC, predict the reaction product. The product is: [CH3:26][C:24]1[CH:25]=[C:20]([N:29]([CH3:28])[CH:30]=[O:31])[CH:21]=[C:22]([CH3:27])[CH:23]=1. (4) The product is: [CH3:36][O:35][C:6]1[C:7]2[N:8]=[C:9]([CH2:12][CH2:13][CH2:14][N:15]([CH3:34])[CH2:16][CH2:17][C:18]3([OH:32])[CH2:23][CH:22]4[CH2:24][CH2:25][CH:19]3[CH:20]=[C:21]4[C:26]3[CH:27]=[CH:28][CH:29]=[CH:30][CH:31]=3)[NH:10][C:11]=2[C:3]([O:2][CH3:1])=[CH:4][CH:5]=1. Given the reactants [CH3:1][O:2][C:3]1[C:11]2[N:10]=[C:9]([CH2:12][CH2:13][CH2:14][N:15]([CH3:34])[C:16](=O)[CH2:17][C:18]3([OH:32])[CH2:23][CH:22]4[CH2:24][CH2:25][CH:19]3[CH:20]=[C:21]4[C:26]3[CH:31]=[CH:30][CH:29]=[CH:28][CH:27]=3)[NH:8][C:7]=2[C:6]([O:35][CH3:36])=[CH:5][CH:4]=1.COCCO[AlH2-]OCCOC.[Na+], predict the reaction product. (5) Given the reactants [CH3:1][N:2]1[C:13](=[O:14])[CH2:12][CH:11]([CH3:15])[C@H:3]1[C:4]([O:6]C(C)(C)C)=[O:5].FC(F)(F)C(O)=O, predict the reaction product. The product is: [CH3:1][N:2]1[C:13](=[O:14])[CH2:12][CH:11]([CH3:15])[C@H:3]1[C:4]([OH:6])=[O:5]. (6) Given the reactants [NH2:1][C@H:2]1[CH2:7][CH2:6][CH2:5][CH2:4][C@@H:3]1[NH:8][C:9](=[O:15])[O:10][C:11]([CH3:14])([CH3:13])[CH3:12].Br[C:17]([C:26]1[CH:31]=[CH:30][CH:29]=[CH:28][CH:27]=1)=[C:18]([N+:24]#[C-:25])[C:19]([O:21][CH2:22][CH3:23])=[O:20].C(N(CC)C(C)C)(C)C.C1CCN2C(=NCCC2)CC1, predict the reaction product. The product is: [C:11]([O:10][C:9]([NH:8][C@H:3]1[CH2:4][CH2:5][CH2:6][CH2:7][C@@H:2]1[N:1]1[C:17]([C:26]2[CH:27]=[CH:28][CH:29]=[CH:30][CH:31]=2)=[C:18]([C:19]([O:21][CH2:22][CH3:23])=[O:20])[N:24]=[CH:25]1)=[O:15])([CH3:12])([CH3:14])[CH3:13].